This data is from Catalyst prediction with 721,799 reactions and 888 catalyst types from USPTO. The task is: Predict which catalyst facilitates the given reaction. (1) Reactant: [CH:1]([N:4]1[CH2:9][CH2:8][CH:7]([C:10]([NH2:12])=O)[CH2:6][CH2:5]1)([CH3:3])[CH3:2].O.[OH-].[Na+]. Product: [CH:1]([N:4]1[CH2:9][CH2:8][CH:7]([CH2:10][NH2:12])[CH2:6][CH2:5]1)([CH3:3])[CH3:2]. The catalyst class is: 1. (2) Reactant: Cl.[NH2:2][CH2:3][CH:4]([C:10]1[CH:15]=[CH:14][CH:13]=[CH:12][CH:11]=1)[C:5]([O:7][CH2:8][CH3:9])=[O:6].C(N(CC)CC)C.Cl[C:24](=[O:31])[CH2:25][C:26]([O:28][CH2:29][CH3:30])=[O:27]. Product: [CH2:8]([O:7][C:5](=[O:6])[CH:4]([C:10]1[CH:15]=[CH:14][CH:13]=[CH:12][CH:11]=1)[CH2:3][NH:2][C:24](=[O:31])[CH2:25][C:26]([O:28][CH2:29][CH3:30])=[O:27])[CH3:9]. The catalyst class is: 2.